Dataset: Forward reaction prediction with 1.9M reactions from USPTO patents (1976-2016). Task: Predict the product of the given reaction. (1) Given the reactants [N:1]1([C:7]([O:9][C:10]([CH3:13])([CH3:12])[CH3:11])=[O:8])[CH2:6][CH2:5][NH:4][CH2:3][CH2:2]1.[Cl:14][CH2:15][C:16](Cl)=[O:17], predict the reaction product. The product is: [Cl:14][CH2:15][C:16]([N:4]1[CH2:5][CH2:6][N:1]([C:7]([O:9][C:10]([CH3:13])([CH3:12])[CH3:11])=[O:8])[CH2:2][CH2:3]1)=[O:17]. (2) Given the reactants [CH:1]1([C@H:7]([NH:9][C:10]([C:12]2[CH:13]=[C:14]3[C:18](=[CH:19][CH:20]=2)[NH:17][N:16]=[CH:15]3)=[O:11])[CH3:8])[CH2:6][CH2:5][CH2:4][CH2:3][CH2:2]1.[I:21]I.C([O-])([O-])=O.[K+].[K+], predict the reaction product. The product is: [CH:1]1([C@H:7]([NH:9][C:10]([C:12]2[CH:13]=[C:14]3[C:18](=[CH:19][CH:20]=2)[NH:17][N:16]=[C:15]3[I:21])=[O:11])[CH3:8])[CH2:6][CH2:5][CH2:4][CH2:3][CH2:2]1. (3) The product is: [I:1][C:2]1[C:7]([N:8]([CH3:23])[C:12](=[O:13])[C:11]([F:22])([F:21])[F:10])=[C:6]([I:9])[N:5]=[CH:4][N:3]=1. Given the reactants [I:1][C:2]1[C:7]([NH2:8])=[C:6]([I:9])[N:5]=[CH:4][N:3]=1.[F:10][C:11]([F:22])([F:21])[C:12](O[C:12](=[O:13])[C:11]([F:22])([F:21])[F:10])=[O:13].[C:23](=O)([O-])[O-].[K+].[K+].IC, predict the reaction product. (4) Given the reactants [Cl:1][C:2]1[CH:7]=[CH:6][C:5]([CH:8]2[CH2:13][CH2:12][CH:11]([C:14](O)=[O:15])[CH2:10][CH2:9]2)=[CH:4][CH:3]=1, predict the reaction product. The product is: [Cl:1][C:2]1[CH:3]=[CH:4][C:5]([CH:8]2[CH2:9][CH2:10][CH:11]([CH2:14][OH:15])[CH2:12][CH2:13]2)=[CH:6][CH:7]=1.